From a dataset of NCI-60 drug combinations with 297,098 pairs across 59 cell lines. Regression. Given two drug SMILES strings and cell line genomic features, predict the synergy score measuring deviation from expected non-interaction effect. (1) Cell line: UACC62. Drug 1: CC(CN1CC(=O)NC(=O)C1)N2CC(=O)NC(=O)C2. Drug 2: CCC1=C2CN3C(=CC4=C(C3=O)COC(=O)C4(CC)O)C2=NC5=C1C=C(C=C5)O. Synergy scores: CSS=32.5, Synergy_ZIP=-3.95, Synergy_Bliss=-2.17, Synergy_Loewe=-1.23, Synergy_HSA=1.05. (2) Drug 1: C1=CC(=CC=C1CCCC(=O)O)N(CCCl)CCCl. Drug 2: CCC1(CC2CC(C3=C(CCN(C2)C1)C4=CC=CC=C4N3)(C5=C(C=C6C(=C5)C78CCN9C7C(C=CC9)(C(C(C8N6C=O)(C(=O)OC)O)OC(=O)C)CC)OC)C(=O)OC)O.OS(=O)(=O)O. Cell line: SNB-75. Synergy scores: CSS=25.2, Synergy_ZIP=-2.41, Synergy_Bliss=3.35, Synergy_Loewe=-1.65, Synergy_HSA=1.37. (3) Drug 1: CCN(CC)CCCC(C)NC1=C2C=C(C=CC2=NC3=C1C=CC(=C3)Cl)OC. Drug 2: CC(C)NC(=O)C1=CC=C(C=C1)CNNC.Cl. Cell line: MOLT-4. Synergy scores: CSS=45.5, Synergy_ZIP=2.18, Synergy_Bliss=1.84, Synergy_Loewe=-28.0, Synergy_HSA=1.80. (4) Drug 1: CC1C(C(CC(O1)OC2CC(CC3=C2C(=C4C(=C3O)C(=O)C5=C(C4=O)C(=CC=C5)OC)O)(C(=O)C)O)N)O.Cl. Drug 2: C1CCC(CC1)NC(=O)N(CCCl)N=O. Cell line: MDA-MB-435. Synergy scores: CSS=3.41, Synergy_ZIP=3.85, Synergy_Bliss=1.98, Synergy_Loewe=-10.8, Synergy_HSA=-2.00.